Dataset: Full USPTO retrosynthesis dataset with 1.9M reactions from patents (1976-2016). Task: Predict the reactants needed to synthesize the given product. (1) Given the product [CH3:1][S:2]([NH:8][C@@H:9]([C:10]([CH3:13])([CH3:12])[CH3:11])[C:14]([OH:16])=[O:15])(=[O:4])=[O:3], predict the reactants needed to synthesize it. The reactants are: [CH3:1][S:2](Cl)(=[O:4])=[O:3].[OH-].[Na+].[NH2:8][C@H:9]([C:14]([OH:16])=[O:15])[C:10]([CH3:13])([CH3:12])[CH3:11].Cl. (2) Given the product [Br:1][C:2]1[CH:3]=[N:4][C:5]2[C:10]([C:11]=1[C:12]1[CH:17]=[CH:16][CH:15]=[CH:14][C:13]=1[O:18][CH3:19])=[CH:9][CH:8]=[C:7]([S:20]([NH:23][C:24]1[S:25][CH:26]=[CH:27][N:28]=1)(=[O:21])=[O:22])[CH:6]=2, predict the reactants needed to synthesize it. The reactants are: [Br:1][C:2]1[CH:3]=[N:4][C:5]2[C:10]([C:11]=1[C:12]1[CH:17]=[CH:16][CH:15]=[CH:14][C:13]=1[O:18][CH3:19])=[CH:9][CH:8]=[C:7]([S:20]([N:23](CC1C=CC(OC)=CC=1)[C:24]1[S:25][CH:26]=[CH:27][N:28]=1)(=[O:22])=[O:21])[CH:6]=2.C(O)(C(F)(F)F)=O. (3) Given the product [Cl:1][C:2]1[CH:13]=[CH:12][C:5]([C:6]([NH:8][CH:9]2[CH2:11][CH2:10]2)=[O:7])=[CH:4][C:3]=1[N:14]1[CH:19]=[CH:18][N:17]=[C:16]([NH:20][C:21]([CH3:22])([C:24]2[CH:29]=[CH:28][CH:27]=[CH:26][C:25]=2[O:30][CH2:31][CH2:32][NH:36][CH3:35])[CH3:23])[C:15]1=[O:34], predict the reactants needed to synthesize it. The reactants are: [Cl:1][C:2]1[CH:13]=[CH:12][C:5]([C:6]([NH:8][CH:9]2[CH2:11][CH2:10]2)=[O:7])=[CH:4][C:3]=1[N:14]1[CH:19]=[CH:18][N:17]=[C:16]([NH:20][C:21]([C:24]2[CH:29]=[CH:28][CH:27]=[CH:26][C:25]=2[O:30][CH2:31][CH2:32]Cl)([CH3:23])[CH3:22])[C:15]1=[O:34].[CH3:35][NH2:36]. (4) Given the product [CH2:1]([O:8][C:9]1[CH:14]=[C:13]([O:15][CH2:16][C:17]2[CH:18]=[CH:19][CH:20]=[CH:21][CH:22]=2)[C:12]([CH:23]([CH3:25])[CH3:24])=[CH:11][C:10]=1[C:26]1[O:30][N:29]=[C:28]([C:31]([NH:33][CH2:34][CH3:35])=[O:32])[C:27]=1[C:36]1[N:37]=[N:38][N:39]([CH3:42])[N:40]=1)[C:2]1[CH:7]=[CH:6][CH:5]=[CH:4][CH:3]=1, predict the reactants needed to synthesize it. The reactants are: [CH2:1]([O:8][C:9]1[CH:14]=[C:13]([O:15][CH2:16][C:17]2[CH:22]=[CH:21][CH:20]=[CH:19][CH:18]=2)[C:12]([CH:23]([CH3:25])[CH3:24])=[CH:11][C:10]=1[C:26]1[O:30][N:29]=[C:28]([C:31]([NH:33][CH2:34][CH3:35])=[O:32])[C:27]=1[C:36]1[NH:40][N:39]=[N:38][N:37]=1)[C:2]1[CH:7]=[CH:6][CH:5]=[CH:4][CH:3]=1.I[CH3:42]. (5) Given the product [O:32]1[C:36]2[CH:37]=[CH:38][C:39]([O:41][C:42]3[CH:43]=[C:44]([CH2:45][NH:46][C:4](=[O:6])[C:3]4[CH:7]=[CH:8][CH:9]=[N:10][C:2]=4[NH2:1])[CH:47]=[CH:48][CH:49]=3)=[CH:40][C:35]=2[O:34][CH2:33]1, predict the reactants needed to synthesize it. The reactants are: [NH2:1][C:2]1[N:10]=[CH:9][CH:8]=[CH:7][C:3]=1[C:4]([OH:6])=O.ON1C2C=CC=CC=2N=N1.CCN=C=NCCCN(C)C.[O:32]1[C:36]2[CH:37]=[CH:38][C:39]([O:41][C:42]3[CH:43]=[C:44]([CH:47]=[CH:48][CH:49]=3)[CH2:45][NH2:46])=[CH:40][C:35]=2[O:34][CH2:33]1.C(=O)(O)[O-].[Na+]. (6) Given the product [F:5][C:6]1[CH:14]=[C:13]([F:15])[C:12]([F:16])=[CH:11][C:7]=1[C:8]([O:10][C:21]1[CH:22]=[CH:23][C:18]([CH3:17])=[CH:19][CH:20]=1)=[O:9], predict the reactants needed to synthesize it. The reactants are: S(Cl)(Cl)=O.[F:5][C:6]1[CH:14]=[C:13]([F:15])[C:12]([F:16])=[CH:11][C:7]=1[C:8]([OH:10])=[O:9].[CH3:17][C:18]1[CH:23]=[CH:22][C:21](O)=[CH:20][CH:19]=1.C(N(CC)CC)C. (7) The reactants are: [Br:1][C:2]1[CH:3]=[C:4]2[C:9](=[CH:10][CH:11]=1)[N:8]=[CH:7][C:6]([C:12](=[O:16])[CH2:13][CH2:14][CH3:15])=[C:5]2Cl.[CH3:18][N:19]([CH2:21][C:22]1[CH:28]=[CH:27][C:25]([NH2:26])=[CH:24][CH:23]=1)[CH3:20]. Given the product [Br:1][C:2]1[CH:3]=[C:4]2[C:9](=[CH:10][CH:11]=1)[N:8]=[CH:7][C:6]([C:12](=[O:16])[CH2:13][CH2:14][CH3:15])=[C:5]2[NH:26][C:25]1[CH:24]=[CH:23][C:22]([CH2:21][N:19]([CH3:20])[CH3:18])=[CH:28][CH:27]=1, predict the reactants needed to synthesize it. (8) Given the product [NH2:34][C:10]1[N:11]=[C:12]([N:14]2[CH:23]([CH3:24])[CH2:22][C:21]3[C:16](=[CH:17][C:18]([C:36]4[CH:41]=[CH:40][N:39]=[C:38]([C:42]([OH:44])=[O:43])[CH:37]=4)=[CH:19][CH:20]=3)[CH2:15]2)[CH:13]=[C:8]([N:5]2[CH2:4][CH2:3][N:2]([CH3:1])[CH2:7][CH2:6]2)[N:9]=1, predict the reactants needed to synthesize it. The reactants are: [CH3:1][N:2]1[CH2:7][CH2:6][N:5]([C:8]2[CH:13]=[C:12]([N:14]3[CH:23]([CH3:24])[CH2:22][C:21]4[C:16](=[CH:17][C:18](B5OC(C)(C)C(C)(C)O5)=[CH:19][CH:20]=4)[CH2:15]3)[N:11]=[C:10]([NH2:34])[N:9]=2)[CH2:4][CH2:3]1.I[C:36]1[CH:41]=[CH:40][N:39]=[C:38]([C:42]([O:44]C)=[O:43])[CH:37]=1.